Dataset: Reaction yield outcomes from USPTO patents with 853,638 reactions. Task: Predict the reaction yield, written as a fraction of the theoretical maximum amount of product (1.0 means a 100% yield; for example, 0.34 means a 34% yield). (1) The reactants are [CH:1](NC(C)C)(C)C.C([Li])CCC.[Br:13][C:14]1[CH:19]=[CH:18][C:17]([Cl:20])=[C:16]([F:21])[CH:15]=1.IC. The catalyst is C1COCC1. The product is [Br:13][C:14]1[CH:19]=[CH:18][C:17]([Cl:20])=[C:16]([F:21])[C:15]=1[CH3:1]. The yield is 0.940. (2) The reactants are [CH3:1][C:2]1[C:7]([CH3:8])=[CH:6][C:5]([NH2:9])=[C:4]([N+:10]([O-:12])=[O:11])[CH:3]=1.[H-].[Na+].N[CH2:16][CH2:17][CH2:18][CH2:19][CH2:20][CH2:21][C:22]([OH:24])=[O:23].O. The catalyst is CN(C=O)C. The product is [CH3:1][C:2]1[C:7]([CH3:8])=[CH:6][C:5]([NH:9][CH2:16][CH2:17][CH2:18][CH2:19][CH2:20][CH2:21][C:22]([OH:24])=[O:23])=[C:4]([N+:10]([O-:12])=[O:11])[CH:3]=1. The yield is 0.490. (3) The catalyst is P(Cl)(Cl)(Cl)=O. The yield is 0.850. The reactants are [Cl:1][C:2]1[CH:3]=[CH:4][C:5]([O:18][CH2:19][C:20]2[CH:25]=[CH:24][C:23]([Cl:26])=[CH:22][C:21]=2[F:27])=[C:6]([CH2:8][C:9]2[N:14]=[C:13]([C:15]([NH2:17])=O)[CH:12]=[CH:11][CH:10]=2)[CH:7]=1. The product is [Cl:1][C:2]1[CH:3]=[CH:4][C:5]([O:18][CH2:19][C:20]2[CH:25]=[CH:24][C:23]([Cl:26])=[CH:22][C:21]=2[F:27])=[C:6]([CH2:8][C:9]2[N:14]=[C:13]([C:15]#[N:17])[CH:12]=[CH:11][CH:10]=2)[CH:7]=1. (4) The reactants are C[O:2][C:3]([C:5]1[C:18](=[O:19])[N:9]2[CH2:10][CH2:11][C:12]3[C:17]([C:8]2=[CH:7][CH:6]=1)=[CH:16][CH:15]=[CH:14][CH:13]=3)=[O:4].[OH-].[Na+]. The catalyst is O1CCOCC1. The product is [O:19]=[C:18]1[N:9]2[CH2:10][CH2:11][C:12]3[C:17]([C:8]2=[CH:7][CH:6]=[C:5]1[C:3]([OH:4])=[O:2])=[CH:16][CH:15]=[CH:14][CH:13]=3. The yield is 0.880. (5) The reactants are P([O-])([O-])([O-])=O.[Br:6][CH2:7][C:8](=[O:15])[CH2:9][C:10]([O:12][CH2:13][CH3:14])=[O:11].C1C=[N+]([C@@H]2O[C@H](COP(OP(OC[C@H]3O[C@@H](N4C5N=CN=C(N)C=5N=C4)[C@H](OP(O)(O)=O)[C@@H]3O)(O)=O)(O)=O)[C@@H](O)[C@H]2O)C=C(C(N)=O)C=1.O=C[C@@H]([C@H]([C@@H]([C@@H](CO)O)O)O)O.BrCC(O)CC(OCC)=O.ClCC(O)CC(OCC)=O. No catalyst specified. The product is [Br:6][CH2:7][C@@H:8]([OH:15])[CH2:9][C:10]([O:12][CH2:13][CH3:14])=[O:11]. The yield is 0.430.